This data is from Reaction yield outcomes from USPTO patents with 853,638 reactions. The task is: Predict the reaction yield, written as a fraction of the theoretical maximum amount of product (1.0 means a 100% yield; for example, 0.34 means a 34% yield). (1) The yield is 0.740. The product is [CH3:17][S:18]([C:19]1[CH:20]=[CH:21][C:22]([N+:25]([O-:27])=[O:26])=[CH:23][CH:24]=1)=[N:40][S:37]([C:34]1[CH:33]=[CH:32][C:31]([N+:28]([O-:30])=[O:29])=[CH:36][CH:35]=1)(=[O:39])=[O:38]. The reactants are C(O)(=O)C.C(O)(=O)C.I(C1C=CC=CC=1)=O.[CH3:17][S:18][C:19]1[CH:24]=[CH:23][C:22]([N+:25]([O-:27])=[O:26])=[CH:21][CH:20]=1.[N+:28]([C:31]1[CH:36]=[CH:35][C:34]([S:37]([NH2:40])(=[O:39])=[O:38])=[CH:33][CH:32]=1)([O-:30])=[O:29].[O-2].[Mg+2]. The catalyst is ClCCl.CC([O-])=O.CC([O-])=O.CC([O-])=O.CC([O-])=O.[Rh+2].[Rh+2]. (2) The reactants are [N:1]12[CH2:8][CH2:7][CH:4]([CH2:5][CH2:6]1)[CH:3]([NH2:9])[CH2:2]2.[C:10]1([C:20]2[CH:25]=[CH:24][CH:23]=[CH:22][CH:21]=2)[CH:15]=[CH:14][C:13]([CH2:16][C:17](O)=[O:18])=[CH:12][CH:11]=1. No catalyst specified. The product is [N:1]12[CH2:8][CH2:7][CH:4]([CH2:5][CH2:6]1)[CH:3]([NH:9][C:17](=[O:18])[CH2:16][C:13]1[CH:14]=[CH:15][C:10]([C:20]3[CH:21]=[CH:22][CH:23]=[CH:24][CH:25]=3)=[CH:11][CH:12]=1)[CH2:2]2. The yield is 0.440. (3) The reactants are [CH3:1][C@:2]12[C@@:19]3([CH3:20])[C@@H:10]([C@:11]4([CH3:31])[C@@H:16]([CH2:17][CH2:18]3)[C:15]([CH3:22])([CH3:21])[C:14](OS(C(F)(F)F)(=O)=O)=[CH:13][CH2:12]4)[CH2:9][CH2:8][C@@H:7]1[C@H:6]1[C@H:32]([C:35]([CH3:37])=[CH2:36])[CH2:33][CH2:34][C@:5]1([C:38]([O:40][CH2:41][C:42]1[CH:47]=[CH:46][CH:45]=[CH:44][CH:43]=1)=[O:39])[CH2:4][CH2:3]2.[F:48][C:49]1[CH:50]=[C:51](B(O)O)[CH:52]=[CH:53][C:54]=1[C:55]([O:57][CH3:58])=[O:56].O.C(=O)([O-])[O-].[Na+].[Na+]. The catalyst is O1CCOCC1.O.C1C=CC([P]([Pd]([P](C2C=CC=CC=2)(C2C=CC=CC=2)C2C=CC=CC=2)([P](C2C=CC=CC=2)(C2C=CC=CC=2)C2C=CC=CC=2)[P](C2C=CC=CC=2)(C2C=CC=CC=2)C2C=CC=CC=2)(C2C=CC=CC=2)C2C=CC=CC=2)=CC=1. The product is [F:48][C:49]1[CH:50]=[C:51]([C:14]2[C:15]([CH3:22])([CH3:21])[C@H:16]3[C@:11]([CH3:31])([CH2:12][CH:13]=2)[C@@H:10]2[C@:19]([CH3:20])([C@@:2]4([CH3:1])[C@H:7]([CH2:8][CH2:9]2)[C@H:6]2[C@H:32]([C:35]([CH3:37])=[CH2:36])[CH2:33][CH2:34][C@:5]2([C:38]([O:40][CH2:41][C:42]2[CH:47]=[CH:46][CH:45]=[CH:44][CH:43]=2)=[O:39])[CH2:4][CH2:3]4)[CH2:18][CH2:17]3)[CH:52]=[CH:53][C:54]=1[C:55]([O:57][CH3:58])=[O:56]. The yield is 0.890. (4) No catalyst specified. The yield is 0.320. The product is [CH3:25][C:26]1[C:34]2[C:29](=[CH:30][CH:31]=[CH:32][CH:33]=2)[N:28]([S:2]([C:5]2[CH:6]=[CH:7][C:8]3[O:17][C:16]4[CH2:15][CH2:14][N:13]([C:18]([O:20][C:21]([CH3:24])([CH3:23])[CH3:22])=[O:19])[CH2:12][C:11]=4[C:9]=3[CH:10]=2)(=[O:4])=[O:3])[CH:27]=1. The reactants are Cl[S:2]([C:5]1[CH:6]=[CH:7][C:8]2[O:17][C:16]3[CH2:15][CH2:14][N:13]([C:18]([O:20][C:21]([CH3:24])([CH3:23])[CH3:22])=[O:19])[CH2:12][C:11]=3[C:9]=2[CH:10]=1)(=[O:4])=[O:3].[CH3:25][C:26]1[C:34]2[C:29](=[CH:30][CH:31]=[CH:32][CH:33]=2)[NH:28][CH:27]=1. (5) The reactants are OO.[Cl:3][C:4]1[CH:5]=[CH:6][C:7]([O:30][CH3:31])=[C:8]([CH:29]=1)[C:9]([NH:11][CH2:12][CH2:13][CH:14]1[CH2:19][CH2:18][N:17]([S:20]([NH:23][C:24]([NH:26][CH2:27][CH3:28])=S)(=[O:22])=[O:21])[CH2:16][CH2:15]1)=[O:10].S([O-])([O-])=[O:33].[Na+].[Na+].Cl. The catalyst is [OH-].[Na+]. The product is [Cl:3][C:4]1[CH:5]=[CH:6][C:7]([O:30][CH3:31])=[C:8]([CH:29]=1)[C:9]([NH:11][CH2:12][CH2:13][CH:14]1[CH2:19][CH2:18][N:17]([S:20]([NH:23][C:24]([NH:26][CH2:27][CH3:28])=[O:33])(=[O:22])=[O:21])[CH2:16][CH2:15]1)=[O:10]. The yield is 0.430. (6) The reactants are [CH3:1][O:2][C:3]1[CH:4]=[C:5]([C:11]([C:13]2[CH:18]=[C:17]([O:19][CH3:20])[CH:16]=[C:15]([O:21][CH3:22])[CH:14]=2)=O)[CH:6]=[CH:7][C:8]=1[O:9][CH3:10].[CH3:23][O:24][C:25](=[O:35])[CH2:26]P(OCC)(OCC)=O.C[Si]([N-][Si](C)(C)C)(C)C.[Li+].COC1C=C(C(C2C=CC=C(OC)C=2)=CC#N)C=C(OC)C=1. No catalyst specified. The product is [CH3:23][O:24][C:25](=[O:35])[CH:26]=[C:11]([C:5]1[CH:6]=[CH:7][C:8]([O:9][CH3:10])=[C:3]([O:2][CH3:1])[CH:4]=1)[C:13]1[CH:18]=[C:17]([O:19][CH3:20])[CH:16]=[C:15]([O:21][CH3:22])[CH:14]=1. The yield is 0.250.